Dataset: NCI-60 drug combinations with 297,098 pairs across 59 cell lines. Task: Regression. Given two drug SMILES strings and cell line genomic features, predict the synergy score measuring deviation from expected non-interaction effect. (1) Drug 1: CC12CCC3C(C1CCC2=O)CC(=C)C4=CC(=O)C=CC34C. Drug 2: CC(C1=C(C=CC(=C1Cl)F)Cl)OC2=C(N=CC(=C2)C3=CN(N=C3)C4CCNCC4)N. Cell line: EKVX. Synergy scores: CSS=12.1, Synergy_ZIP=-0.623, Synergy_Bliss=-3.47, Synergy_Loewe=-4.17, Synergy_HSA=-2.48. (2) Drug 1: CC12CCC(CC1=CCC3C2CCC4(C3CC=C4C5=CN=CC=C5)C)O. Drug 2: CN(C(=O)NC(C=O)C(C(C(CO)O)O)O)N=O. Cell line: UACC-257. Synergy scores: CSS=0.568, Synergy_ZIP=-2.08, Synergy_Bliss=-7.75, Synergy_Loewe=-7.17, Synergy_HSA=-7.61. (3) Synergy scores: CSS=34.7, Synergy_ZIP=-2.76, Synergy_Bliss=2.33, Synergy_Loewe=-2.94, Synergy_HSA=4.33. Cell line: NCI-H460. Drug 2: C(=O)(N)NO. Drug 1: CC1C(C(CC(O1)OC2CC(CC3=C2C(=C4C(=C3O)C(=O)C5=C(C4=O)C(=CC=C5)OC)O)(C(=O)C)O)N)O.Cl. (4) Drug 1: CNC(=O)C1=CC=CC=C1SC2=CC3=C(C=C2)C(=NN3)C=CC4=CC=CC=N4. Drug 2: C(CCl)NC(=O)N(CCCl)N=O. Cell line: HCT116. Synergy scores: CSS=19.5, Synergy_ZIP=1.90, Synergy_Bliss=4.49, Synergy_Loewe=2.35, Synergy_HSA=4.74. (5) Drug 1: C1=NC2=C(N=C(N=C2N1C3C(C(C(O3)CO)O)O)F)N. Drug 2: CS(=O)(=O)CCNCC1=CC=C(O1)C2=CC3=C(C=C2)N=CN=C3NC4=CC(=C(C=C4)OCC5=CC(=CC=C5)F)Cl. Cell line: SK-MEL-28. Synergy scores: CSS=1.38, Synergy_ZIP=-1.82, Synergy_Bliss=0.189, Synergy_Loewe=-7.77, Synergy_HSA=-5.27. (6) Drug 1: CC1=C2C(C(=O)C3(C(CC4C(C3C(C(C2(C)C)(CC1OC(=O)C(C(C5=CC=CC=C5)NC(=O)OC(C)(C)C)O)O)OC(=O)C6=CC=CC=C6)(CO4)OC(=O)C)O)C)O. Drug 2: C1=NC2=C(N1)C(=S)N=CN2. Cell line: IGROV1. Synergy scores: CSS=24.7, Synergy_ZIP=13.2, Synergy_Bliss=19.6, Synergy_Loewe=-24.0, Synergy_HSA=4.26. (7) Drug 1: CC1=C(C=C(C=C1)C(=O)NC2=CC(=CC(=C2)C(F)(F)F)N3C=C(N=C3)C)NC4=NC=CC(=N4)C5=CN=CC=C5. Drug 2: CCN(CC)CCNC(=O)C1=C(NC(=C1C)C=C2C3=C(C=CC(=C3)F)NC2=O)C. Cell line: SR. Synergy scores: CSS=10.5, Synergy_ZIP=7.41, Synergy_Bliss=4.99, Synergy_Loewe=-8.39, Synergy_HSA=-4.31. (8) Drug 1: CC1=C2C(C(=O)C3(C(CC4C(C3C(C(C2(C)C)(CC1OC(=O)C(C(C5=CC=CC=C5)NC(=O)C6=CC=CC=C6)O)O)OC(=O)C7=CC=CC=C7)(CO4)OC(=O)C)O)C)OC(=O)C. Drug 2: C1=CC=C(C(=C1)C(C2=CC=C(C=C2)Cl)C(Cl)Cl)Cl. Cell line: A549. Synergy scores: CSS=-5.15, Synergy_ZIP=1.04, Synergy_Bliss=-0.849, Synergy_Loewe=-0.491, Synergy_HSA=-2.30. (9) Synergy scores: CSS=6.70, Synergy_ZIP=0.0441, Synergy_Bliss=4.65, Synergy_Loewe=4.27, Synergy_HSA=3.82. Drug 2: CC1=C(C=C(C=C1)NC2=NC=CC(=N2)N(C)C3=CC4=NN(C(=C4C=C3)C)C)S(=O)(=O)N.Cl. Cell line: OVCAR-4. Drug 1: CC(C1=C(C=CC(=C1Cl)F)Cl)OC2=C(N=CC(=C2)C3=CN(N=C3)C4CCNCC4)N.